Task: Predict the product of the given reaction.. Dataset: Forward reaction prediction with 1.9M reactions from USPTO patents (1976-2016) (1) Given the reactants [I:1][C:2]1[S:13][C:5]2[NH:6][CH:7]=[C:8]([C:11]#[N:12])[C:9](=O)[C:4]=2[C:3]=1[CH:14]([CH3:16])[CH3:15].P(Cl)(Cl)([Cl:19])=O, predict the reaction product. The product is: [Cl:19][C:9]1[C:8]([C:11]#[N:12])=[CH:7][N:6]=[C:5]2[S:13][C:2]([I:1])=[C:3]([CH:14]([CH3:16])[CH3:15])[C:4]=12. (2) Given the reactants Br[C:2]1[C:10]2[C:6](=[N:7][N:8]([CH2:11][CH:12]([CH3:14])[CH3:13])[N:9]=2)[C:5](Br)=[CH:4][CH:3]=1.[CH2:16]([O:20][C:21]1[CH:26]=[CH:25][C:24](B(O)O)=[CH:23][CH:22]=1)[CH:17]([CH3:19])[CH3:18].[C:30](=[O:33])([O-])[O-].[Na+].[Na+].[C:36]1(C)[CH:41]=[CH:40][CH:39]=[CH:38][CH:37]=1.[CH2:43](O)[CH2:44][CH2:45]C, predict the reaction product. The product is: [CH2:16]([O:20][C:21]1[CH:26]=[CH:25][C:24]([C:2]2[C:10]3[C:6](=[N:7][N:8]([CH2:11][CH:12]([CH3:14])[CH3:13])[N:9]=3)[C:5]([C:36]3[CH:37]=[CH:38][C:39]([O:33][CH2:30][CH:44]([CH3:45])[CH3:43])=[CH:40][CH:41]=3)=[CH:4][CH:3]=2)=[CH:23][CH:22]=1)[CH:17]([CH3:19])[CH3:18]. (3) Given the reactants [Br:1][C:2]1[CH:3]=[C:4]([CH:9]2[C:14]3[C:15](=[O:19])[NH:16][N:17]([CH3:18])[C:13]=3[NH:12][C:11]3[CH2:20][CH2:21][C:22](=[O:23])[C:10]2=3)[CH:5]=[CH:6][C:7]=1[F:8].Cl[C:25]([O:27][CH3:28])=[O:26].N1C=CC=CC=1, predict the reaction product. The product is: [Br:1][C:2]1[CH:3]=[C:4]([CH:9]2[C:14]3[C:15](=[O:19])[N:16]([C:25]([O:27][CH3:28])=[O:26])[N:17]([CH3:18])[C:13]=3[NH:12][C:11]3[CH2:20][CH2:21][C:22](=[O:23])[C:10]2=3)[CH:5]=[CH:6][C:7]=1[F:8]. (4) Given the reactants FC(F)(F)C(O)=O.[CH:8]1([CH2:11][N:12]2[C:17](=[O:18])[C:16]([CH2:19][CH:20](C(OC(C)(C)C)=O)[C:21]([O:23]C(C)(C)C)=[O:22])=[CH:15][C:14]([C:35]3[CH:40]=[CH:39][C:38]([O:41][CH3:42])=[C:37]([F:43])[CH:36]=3)=[N:13]2)[CH2:10][CH2:9]1, predict the reaction product. The product is: [C:21]([CH2:20][CH2:19][C:16]1[C:17](=[O:18])[N:12]([CH2:11][CH:8]2[CH2:9][CH2:10]2)[N:13]=[C:14]([C:35]2[CH:40]=[CH:39][C:38]([O:41][CH3:42])=[C:37]([F:43])[CH:36]=2)[CH:15]=1)([OH:23])=[O:22].